From a dataset of Forward reaction prediction with 1.9M reactions from USPTO patents (1976-2016). Predict the product of the given reaction. (1) Given the reactants C(OC([N:8]1[C:12]2[CH:13]=[CH:14][C:15](B3OC(C)(C)C(C)(C)O3)=[CH:16][C:11]=2[N:10]=[CH:9]1)=O)(C)(C)C.Br[C:27]1[CH:28]=[C:29]([C:33]2[N:38]([CH2:39][C:40]3[CH:45]=[CH:44][C:43]([CH3:46])=[CH:42][C:41]=3[CH3:47])[C:37](=[O:48])[C:36]([C:49]#[N:50])=[C:35]([C:51]([F:54])([F:53])[F:52])[CH:34]=2)[CH:30]=[CH:31][CH:32]=1.C([O-])([O-])=O.[K+].[K+].N#N.C(O)(C(F)(F)F)=O, predict the reaction product. The product is: [NH:8]1[C:12]2[CH:13]=[CH:14][C:15]([C:31]3[CH:30]=[C:29]([C:33]4[N:38]([CH2:39][C:40]5[CH:45]=[CH:44][C:43]([CH3:46])=[CH:42][C:41]=5[CH3:47])[C:37](=[O:48])[C:36]([C:49]#[N:50])=[C:35]([C:51]([F:54])([F:53])[F:52])[CH:34]=4)[CH:28]=[CH:27][CH:32]=3)=[CH:16][C:11]=2[N:10]=[CH:9]1. (2) The product is: [Cl:1][C:2]1[N:3]=[C:4]([N:18]2[CH2:19][CH2:20][O:21][CH2:22][CH2:23]2)[C:5]2[S:10][C:9]([CH2:11][N:12]3[CH2:17][CH2:16][N:15]([S:27]([CH:24]([CH3:26])[CH3:25])(=[O:29])=[O:28])[CH2:14][CH2:13]3)=[CH:8][C:6]=2[N:7]=1. Given the reactants [Cl:1][C:2]1[N:3]=[C:4]([N:18]2[CH2:23][CH2:22][O:21][CH2:20][CH2:19]2)[C:5]2[S:10][C:9]([CH2:11][N:12]3[CH2:17][CH2:16][NH:15][CH2:14][CH2:13]3)=[CH:8][C:6]=2[N:7]=1.[CH:24]([S:27](Cl)(=[O:29])=[O:28])([CH3:26])[CH3:25].C(N(CC)CC)C, predict the reaction product.